From a dataset of NCI-60 drug combinations with 297,098 pairs across 59 cell lines. Regression. Given two drug SMILES strings and cell line genomic features, predict the synergy score measuring deviation from expected non-interaction effect. (1) Drug 1: C1CN1C2=NC(=NC(=N2)N3CC3)N4CC4. Drug 2: CCC1(C2=C(COC1=O)C(=O)N3CC4=CC5=C(C=CC(=C5CN(C)C)O)N=C4C3=C2)O.Cl. Cell line: DU-145. Synergy scores: CSS=78.6, Synergy_ZIP=4.37, Synergy_Bliss=3.94, Synergy_Loewe=4.32, Synergy_HSA=7.56. (2) Drug 1: CNC(=O)C1=CC=CC=C1SC2=CC3=C(C=C2)C(=NN3)C=CC4=CC=CC=N4. Drug 2: CC12CCC3C(C1CCC2OP(=O)(O)O)CCC4=C3C=CC(=C4)OC(=O)N(CCCl)CCCl.[Na+]. Cell line: OVCAR3. Synergy scores: CSS=-2.62, Synergy_ZIP=-0.112, Synergy_Bliss=-5.04, Synergy_Loewe=-8.09, Synergy_HSA=-8.10. (3) Drug 1: C1CN1C2=NC(=NC(=N2)N3CC3)N4CC4. Drug 2: C(CN)CNCCSP(=O)(O)O. Cell line: COLO 205. Synergy scores: CSS=57.9, Synergy_ZIP=11.8, Synergy_Bliss=12.7, Synergy_Loewe=-16.7, Synergy_HSA=11.5. (4) Drug 1: CC1=C2C(C(=O)C3(C(CC4C(C3C(C(C2(C)C)(CC1OC(=O)C(C(C5=CC=CC=C5)NC(=O)OC(C)(C)C)O)O)OC(=O)C6=CC=CC=C6)(CO4)OC(=O)C)OC)C)OC. Drug 2: C1=NC2=C(N1)C(=S)N=C(N2)N. Cell line: NCI-H522. Synergy scores: CSS=70.5, Synergy_ZIP=13.4, Synergy_Bliss=12.6, Synergy_Loewe=2.82, Synergy_HSA=17.3. (5) Drug 1: C1CN1P(=S)(N2CC2)N3CC3. Drug 2: CCC(=C(C1=CC=CC=C1)C2=CC=C(C=C2)OCCN(C)C)C3=CC=CC=C3.C(C(=O)O)C(CC(=O)O)(C(=O)O)O. Cell line: MOLT-4. Synergy scores: CSS=64.2, Synergy_ZIP=3.10, Synergy_Bliss=4.53, Synergy_Loewe=-16.7, Synergy_HSA=3.45.